From a dataset of Full USPTO retrosynthesis dataset with 1.9M reactions from patents (1976-2016). Predict the reactants needed to synthesize the given product. (1) Given the product [CH3:27][O:28][C:29]([N:31]([CH3:33])[NH:32][C:16]([C:17]1[C:18]([NH:19][C:14]([C:4]2[N:5]([C:7]3[C:12]([Cl:13])=[CH:11][CH:10]=[CH:9][N:8]=3)[N:6]=[C:2]([Br:1])[CH:3]=2)=[O:15])=[C:20]([CH3:25])[CH:21]=[C:22]([Cl:24])[N:23]=1)=[O:26])=[O:30], predict the reactants needed to synthesize it. The reactants are: [Br:1][C:2]1[CH:3]=[C:4]([C:14]2[O:15][C:16](=[O:26])[C:17]3[N:23]=[C:22]([Cl:24])[CH:21]=[C:20]([CH3:25])[C:18]=3[N:19]=2)[N:5]([C:7]2[C:12]([Cl:13])=[CH:11][CH:10]=[CH:9][N:8]=2)[N:6]=1.[CH3:27][O:28][C:29]([N:31]([CH3:33])[NH2:32])=[O:30]. (2) Given the product [CH2:1]([O:3][C@@H:4]([CH2:13][C:14]1[CH:15]=[CH:16][C:17]([OH:20])=[CH:18][CH:19]=1)[C:5]([OH:7])=[O:6])[CH3:2].[CH2:1]([O:3][C@H:4]([CH2:13][C:14]1[CH:19]=[CH:18][C:17]([OH:20])=[CH:16][CH:15]=1)[C:5]([O:7][CH2:8][CH2:9][O:10][CH2:11][CH3:12])=[O:6])[CH3:2], predict the reactants needed to synthesize it. The reactants are: [CH2:1]([O:3][CH:4]([CH2:13][C:14]1[CH:19]=[CH:18][C:17]([OH:20])=[CH:16][CH:15]=1)[C:5]([O:7][CH2:8][CH2:9][O:10][CH2:11][CH3:12])=[O:6])[CH3:2].P([O-])([O-])([O-])=O.C([O-])(=O)C. (3) Given the product [CH:28]1([NH:27][C:25]([C:19]2[CH:18]=[C:17]([C:14]3[CH:15]=[CH:16][C:11]([C:9]4[O:10][C:6]([CH2:5][O:2][CH3:1])=[N:7][N:8]=4)=[CH:12][CH:13]=3)[C:22]([CH3:23])=[C:21]([F:24])[CH:20]=2)=[O:26])[CH2:30][CH2:29]1, predict the reactants needed to synthesize it. The reactants are: [CH3:1][O-:2].[Na+].Cl[CH2:5][C:6]1[O:10][C:9]([C:11]2[CH:16]=[CH:15][C:14]([C:17]3[C:22]([CH3:23])=[C:21]([F:24])[CH:20]=[C:19]([C:25]([NH:27][CH:28]4[CH2:30][CH2:29]4)=[O:26])[CH:18]=3)=[CH:13][CH:12]=2)=[N:8][N:7]=1. (4) Given the product [CH3:36][C:37]([CH3:44])([CH3:43])[CH2:38][C:39]1[NH:41][N:42]=[C:5]([C:7]2[CH:8]=[C:9]3[C:13](=[CH:14][CH:15]=2)[NH:12][N:11]=[C:10]3[C:16]2[CH:17]=[C:18]3[C:23](=[CH:24][CH:25]=2)[CH:22]=[C:21]([O:26][CH2:27][CH2:28][N:29]2[CH2:33][CH2:32][N:31]([CH3:34])[C:30]2=[O:35])[CH:20]=[CH:19]3)[N:6]=1, predict the reactants needed to synthesize it. The reactants are: Cl.C(O[C:5]([C:7]1[CH:8]=[C:9]2[C:13](=[CH:14][CH:15]=1)[NH:12][N:11]=[C:10]2[C:16]1[CH:25]=[CH:24][C:23]2[C:18](=[CH:19][CH:20]=[C:21]([O:26][CH2:27][CH2:28][N:29]3[CH2:33][CH2:32][N:31]([CH3:34])[C:30]3=[O:35])[CH:22]=2)[CH:17]=1)=[NH:6])C.[CH3:36][C:37]([CH3:44])([CH3:43])[CH2:38][C:39]([NH:41][NH2:42])=O.C(N(CC)CC)C.